From a dataset of Catalyst prediction with 721,799 reactions and 888 catalyst types from USPTO. Predict which catalyst facilitates the given reaction. (1) Reactant: [CH:1]([C:3]1[C:4]([NH:9]C(=O)C(C)(C)C)=[N:5][CH:6]=[CH:7][CH:8]=1)=[O:2]. Product: [NH2:9][C:4]1[C:3]([CH:1]=[O:2])=[CH:8][CH:7]=[CH:6][N:5]=1. The catalyst class is: 33. (2) Reactant: C(OC([C@H]1[C@H]([C:9]2[C:14]([CH3:15])=[CH:13][C:12]([CH3:16])=[CH:11][C:10]=2[CH3:17])N1)=O)C.[NH:18]1[CH2:20][CH2:19]1.[C:21](O)(=[O:23])C.[CH:25](Cl)(Cl)Cl.[CH3:29][OH:30]. Product: [CH2:29]([O:30][C:21](=[O:23])[C@H:20]([CH3:19])[NH:18][C:9]1[C:10]([CH3:17])=[CH:11][C:12]([CH3:16])=[CH:13][C:14]=1[CH3:15])[CH3:25]. The catalyst class is: 45. (3) The catalyst class is: 1. Product: [NH2:1][C:2]1[C:7]([C:8]2[CH:26]=[CH:25][C:11]([C:12]([NH:14][C@@H:15]([C:18]3[CH:23]=[CH:22][CH:21]=[C:20]([Cl:24])[CH:19]=3)[CH2:16][OH:17])=[O:13])=[C:10]([F:27])[CH:9]=2)=[CH:6][C:5]([C@@H:28]2[CH2:29][N:30]3[C@H:31]([CH2:33][O:34][CH2:36][C:37]3=[O:38])[CH2:32]2)=[CH:4][N:3]=1. Reactant: [NH2:1][C:2]1[C:7]([C:8]2[CH:26]=[CH:25][C:11]([C:12]([NH:14][C@@H:15]([C:18]3[CH:23]=[CH:22][CH:21]=[C:20]([Cl:24])[CH:19]=3)[CH2:16][OH:17])=[O:13])=[C:10]([F:27])[CH:9]=2)=[CH:6][C:5]([C@H:28]2[CH2:32][C@@H:31]([CH2:33][OH:34])[NH:30][CH2:29]2)=[CH:4][N:3]=1.Cl[CH2:36][C:37](O)=[O:38].CN(C(ON1N=NC2C=CC=NC1=2)=[N+](C)C)C.F[P-](F)(F)(F)(F)F.CCN(C(C)C)C(C)C.[H-].[Na+]. (4) Reactant: Br[C:2]1[C:3]([NH2:9])=[N:4][C:5]([Cl:8])=[N:6][CH:7]=1.C([Sn](CCCC)(CCCC)/[CH:15]=[CH:16]\[O:17][CH2:18][CH3:19])CCC. Product: [Cl:8][C:5]1[N:4]=[C:3]([NH2:9])[C:2](/[CH:15]=[CH:16]/[O:17][CH2:18][CH3:19])=[CH:7][N:6]=1. The catalyst class is: 109. (5) Reactant: [F:1][C:2]([F:20])([F:19])[C:3]([C:9]1[CH:14]=[CH:13][C:12]([O:15][CH3:16])=[CH:11][C:10]=1[CH2:17][OH:18])(O)[C:4]([F:7])([F:6])[F:5].Cl. The catalyst class is: 6. Product: [CH3:16][O:15][C:12]1[CH:11]=[C:10]2[C:9](=[CH:14][CH:13]=1)[C:3]([C:4]([F:7])([F:6])[F:5])([C:2]([F:19])([F:1])[F:20])[O:18][CH2:17]2. (6) Reactant: [H-].[Na+].[OH:3][CH:4]1[CH2:9][CH2:8][N:7]([CH3:10])[CH2:6][CH2:5]1.[Br:11][C:12]1[CH:17]=[C:16](F)[CH:15]=[C:14]([Br:19])[CH:13]=1.O. Product: [Br:11][C:12]1[CH:17]=[C:16]([CH:15]=[C:14]([Br:19])[CH:13]=1)[O:3][CH:4]1[CH2:9][CH2:8][N:7]([CH3:10])[CH2:6][CH2:5]1. The catalyst class is: 3.